From a dataset of Full USPTO retrosynthesis dataset with 1.9M reactions from patents (1976-2016). Predict the reactants needed to synthesize the given product. (1) Given the product [Cl:1][C:2]1[C:3]([NH:26][C:27]2[CH:32]=[CH:31][C:30]([P:33]([CH3:35])([CH3:36])=[O:34])=[CH:29][C:28]=2[S:37]([CH:40]([CH3:41])[CH3:42])(=[O:38])=[O:39])=[N:4][C:5]([NH:8][CH2:9][C:52]2[N:53]=[C:49]([N:43]3[CH2:44][CH2:45][O:46][CH2:47][CH2:48]3)[S:50][CH:51]=2)=[N:6][CH:7]=1, predict the reactants needed to synthesize it. The reactants are: [Cl:1][C:2]1[C:3]([NH:26][C:27]2[CH:32]=[CH:31][C:30]([P:33]([CH3:36])([CH3:35])=[O:34])=[CH:29][C:28]=2[S:37]([CH:40]([CH3:42])[CH3:41])(=[O:39])=[O:38])=[N:4][C:5]([NH:8][C:9]2OC(N3CCN(C4C=CC=CN=4)CC3)=NN=2)=[N:6][CH:7]=1.[N:43]1([C:49]2[S:50][CH:51]=[C:52](CN)[N:53]=2)[CH2:48][CH2:47][O:46][CH2:45][CH2:44]1. (2) Given the product [Cl:1][C:2]([F:34])([F:35])[O:3][C:4]1[C:5]([N:45]2[CH2:46][CH2:47][N:42]([C:37]3[CH:38]=[CH:39][CH:40]=[CH:41][N:36]=3)[CH2:43][CH2:44]2)=[C:6]([F:32])[CH:7]=[C:8]2[C:13]=1[N:12]([C:14]1[CH:19]=[CH:18][C:17]([CH2:20][N:21]3[CH2:25][CH2:24][CH2:23][CH2:22]3)=[CH:16][CH:15]=1)[CH:11]=[C:10]([C:26]([O:28][CH2:29][CH3:30])=[O:27])[C:9]2=[O:31], predict the reactants needed to synthesize it. The reactants are: [Cl:1][C:2]([F:35])([F:34])[O:3][C:4]1[C:5](F)=[C:6]([F:32])[CH:7]=[C:8]2[C:13]=1[N:12]([C:14]1[CH:19]=[CH:18][C:17]([CH2:20][N:21]3[CH2:25][CH2:24][CH2:23][CH2:22]3)=[CH:16][CH:15]=1)[CH:11]=[C:10]([C:26]([O:28][CH2:29][CH3:30])=[O:27])[C:9]2=[O:31].[N:36]1[CH:41]=[CH:40][CH:39]=[CH:38][C:37]=1[N:42]1[CH2:47][CH2:46][NH:45][CH2:44][CH2:43]1.CCN(C(C)C)C(C)C. (3) The reactants are: Br[CH2:2][CH2:3][CH2:4][C:5]([O:7][CH2:8][CH3:9])=[O:6].[NH:10]1[CH2:15][CH2:14][O:13][CH2:12][CH2:11]1. Given the product [CH2:8]([O:7][C:5](=[O:6])[CH2:4][CH2:3][CH2:2][N:10]1[CH2:15][CH2:14][O:13][CH2:12][CH2:11]1)[CH3:9], predict the reactants needed to synthesize it. (4) Given the product [F:22][C:23]1[CH:28]=[CH:27][C:26]([C:18]2[S:17][CH:16]=[C:15]([C:12]([NH:11][C:10](=[O:21])[O:9][CH:3]3[CH:4]4[CH2:5][CH2:6][N:1]([CH2:8][CH2:7]4)[CH2:2]3)([CH3:14])[CH3:13])[CH:19]=2)=[CH:25][CH:24]=1, predict the reactants needed to synthesize it. The reactants are: [N:1]12[CH2:8][CH2:7][CH:4]([CH2:5][CH2:6]1)[CH:3]([O:9][C:10](=[O:21])[NH:11][C:12]1([C:15]3[CH:19]=[C:18](Br)[S:17][CH:16]=3)[CH2:14][CH2:13]1)[CH2:2]2.[F:22][C:23]1[CH:28]=[CH:27][C:26](B(O)O)=[CH:25][CH:24]=1.C1(P(C2CCCCC2)C2CCCCC2)CCCCC1.P([O-])([O-])([O-])=O.[K+].[K+].[K+].